Task: Predict which catalyst facilitates the given reaction.. Dataset: Catalyst prediction with 721,799 reactions and 888 catalyst types from USPTO (1) Reactant: [Mg].II.Br[C:5]1[CH:10]=[CH:9][C:8]([C:11]([F:14])([F:13])[F:12])=[CH:7][CH:6]=1.[O:15]1[C:24]2[C:19](=[CH:20][CH:21]=[CH:22][CH:23]=2)[C:18](=[O:25])[CH2:17][CH2:16]1. Product: [F:12][C:11]([F:14])([F:13])[C:8]1[CH:9]=[CH:10][C:5]([C:18]2([OH:25])[C:19]3[C:24](=[CH:23][CH:22]=[CH:21][CH:20]=3)[O:15][CH2:16][CH2:17]2)=[CH:6][CH:7]=1. The catalyst class is: 1. (2) Reactant: [C:1]([C:3]1[C:21]([C:22]2[C:30]3[C:25](=[N:26][CH:27]=[C:28]([F:31])[CH:29]=3)[NH:24][CH:23]=2)=[CH:20][C:6]([NH:7][CH:8]2[CH:13]3[CH2:14][CH2:15][CH:10]([CH2:11][CH2:12]3)[CH:9]2[C:16]([O:18]C)=[O:17])=[C:5]([F:32])[CH:4]=1)#[N:2].[OH-].[Na+]. Product: [C:1]([C:3]1[C:21]([C:22]2[C:30]3[C:25](=[N:26][CH:27]=[C:28]([F:31])[CH:29]=3)[NH:24][CH:23]=2)=[CH:20][C:6]([NH:7][CH:8]2[CH:13]3[CH2:12][CH2:11][CH:10]([CH2:15][CH2:14]3)[CH:9]2[C:16]([OH:18])=[O:17])=[C:5]([F:32])[CH:4]=1)#[N:2]. The catalyst class is: 1.